Dataset: NCI-60 drug combinations with 297,098 pairs across 59 cell lines. Task: Regression. Given two drug SMILES strings and cell line genomic features, predict the synergy score measuring deviation from expected non-interaction effect. (1) Drug 1: C1=CC(=CC=C1C#N)C(C2=CC=C(C=C2)C#N)N3C=NC=N3. Drug 2: C1CN1P(=S)(N2CC2)N3CC3. Cell line: SK-MEL-28. Synergy scores: CSS=-7.70, Synergy_ZIP=1.54, Synergy_Bliss=-2.65, Synergy_Loewe=-8.58, Synergy_HSA=-9.18. (2) Drug 1: CN1C(=O)N2C=NC(=C2N=N1)C(=O)N. Drug 2: C1=CC=C(C(=C1)C(C2=CC=C(C=C2)Cl)C(Cl)Cl)Cl. Cell line: NCI/ADR-RES. Synergy scores: CSS=-4.51, Synergy_ZIP=-1.33, Synergy_Bliss=-9.97, Synergy_Loewe=-12.7, Synergy_HSA=-11.0. (3) Drug 1: CC1=C(C(CCC1)(C)C)C=CC(=CC=CC(=CC(=O)O)C)C. Drug 2: C1CN1C2=NC(=NC(=N2)N3CC3)N4CC4. Cell line: CCRF-CEM. Synergy scores: CSS=45.4, Synergy_ZIP=-2.37, Synergy_Bliss=-6.31, Synergy_Loewe=-27.4, Synergy_HSA=-6.02. (4) Drug 1: C1=NC2=C(N1)C(=S)N=C(N2)N. Drug 2: C1C(C(OC1N2C=C(C(=O)NC2=O)F)CO)O. Synergy scores: CSS=20.6, Synergy_ZIP=-10.1, Synergy_Bliss=-11.0, Synergy_Loewe=-12.7, Synergy_HSA=-10.7. Cell line: NCI-H322M. (5) Drug 1: C1=C(C(=O)NC(=O)N1)F. Drug 2: C1C(C(OC1N2C=C(C(=O)NC2=O)F)CO)O. Cell line: UACC-257. Synergy scores: CSS=21.3, Synergy_ZIP=-9.51, Synergy_Bliss=-9.27, Synergy_Loewe=-5.54, Synergy_HSA=-4.74. (6) Drug 1: COC1=NC(=NC2=C1N=CN2C3C(C(C(O3)CO)O)O)N. Drug 2: CCC1(CC2CC(C3=C(CCN(C2)C1)C4=CC=CC=C4N3)(C5=C(C=C6C(=C5)C78CCN9C7C(C=CC9)(C(C(C8N6C)(C(=O)OC)O)OC(=O)C)CC)OC)C(=O)OC)O.OS(=O)(=O)O. Cell line: SK-MEL-28. Synergy scores: CSS=23.7, Synergy_ZIP=-5.16, Synergy_Bliss=1.60, Synergy_Loewe=0.327, Synergy_HSA=-0.486. (7) Drug 1: C1=CC=C(C=C1)NC(=O)CCCCCCC(=O)NO. Drug 2: CN(CC1=CN=C2C(=N1)C(=NC(=N2)N)N)C3=CC=C(C=C3)C(=O)NC(CCC(=O)O)C(=O)O. Cell line: NCIH23. Synergy scores: CSS=8.81, Synergy_ZIP=-0.912, Synergy_Bliss=-2.91, Synergy_Loewe=-20.0, Synergy_HSA=-2.98.